The task is: Predict the reaction yield, written as a fraction of the theoretical maximum amount of product (1.0 means a 100% yield; for example, 0.34 means a 34% yield).. This data is from Reaction yield outcomes from USPTO patents with 853,638 reactions. The reactants are [S:1]1[C:5]([C:6]2[O:7][C:8]3[C:9](=[C:11]([C:15]([OH:17])=O)[CH:12]=[CH:13][CH:14]=3)[N:10]=2)=[CH:4][C:3]2[CH2:18][CH2:19][CH2:20][C:2]1=2.Cl.Cl.[NH2:23][CH:24]1[CH2:31][CH:30]2[N:32]([CH3:33])[CH:26]([CH2:27][CH2:28][CH2:29]2)[CH2:25]1.Cl.C(N=C=NCCCN(C)C)C.ON1C2C=CC=CC=2N=N1.C(N(CC)CC)C. The product is [CH3:33][N:32]1[CH:26]2[CH2:27][CH2:28][CH2:29][CH:30]1[CH2:31][CH:24]([NH:23][C:15]([C:11]1[CH:12]=[CH:13][CH:14]=[C:8]3[O:7][C:6]([C:5]4[S:1][C:2]5[CH2:20][CH2:19][CH2:18][C:3]=5[CH:4]=4)=[N:10][C:9]=13)=[O:17])[CH2:25]2. The catalyst is CN(C=O)C. The yield is 0.410.